From a dataset of Reaction yield outcomes from USPTO patents with 853,638 reactions. Predict the reaction yield, written as a fraction of the theoretical maximum amount of product (1.0 means a 100% yield; for example, 0.34 means a 34% yield). (1) The reactants are [Br:1][C:2]1[C:7]([CH:8]=[O:9])=[C:6]([OH:10])[C:5]([O:11][CH3:12])=[CH:4][CH:3]=1.[OH:13][CH2:14][C:15]([CH3:19])([CH2:17]O)[CH3:16].C(OCC)(OCC)OCC. The catalyst is CC1C=CC(S(O)(=O)=O)=CC=1. The product is [Br:1][C:2]1[C:7]([CH:8]2[O:13][CH2:14][C:15]([CH3:19])([CH3:17])[CH2:16][O:9]2)=[C:6]([OH:10])[C:5]([O:11][CH3:12])=[CH:4][CH:3]=1. The yield is 1.00. (2) The reactants are [CH3:1][O:2][C:3]1[CH:8]=[CH:7][C:6]([CH2:9][CH2:10][C:11]([OH:13])=O)=[CH:5][CH:4]=1.S(Cl)(Cl)=O.[OH-].[Na+].[CH2:20]([NH2:23])[CH2:21][CH3:22]. The catalyst is ClCCl. The product is [CH2:20]([NH:23][C:11](=[O:13])[CH2:10][CH2:9][C:6]1[CH:5]=[CH:4][C:3]([O:2][CH3:1])=[CH:8][CH:7]=1)[CH2:21][CH3:22]. The yield is 1.00. (3) No catalyst specified. The reactants are Cl[C:2]1[CH:7]=[C:6](Cl)[N:5]=[CH:4][N:3]=1.[NH2:9][C:10]1[C:11]([CH3:17])=[C:12]([OH:16])[CH:13]=[CH:14][CH:15]=1. The yield is 0.400. The product is [OH:16][C:12]1[C:11]([CH3:17])=[C:10]([NH:9][C:2]2[CH:7]=[C:6]([NH:9][C:10]3[CH:15]=[CH:14][CH:13]=[C:12]([OH:16])[C:11]=3[CH3:17])[N:5]=[CH:4][N:3]=2)[CH:15]=[CH:14][CH:13]=1. (4) The reactants are FC(F)(F)C(O)=O.[Cl:8][C:9]1[CH:14]=[CH:13][C:12]([NH:15][C:16](=[O:30])[NH:17][C:18]2[S:26][C:21]3[CH2:22][NH:23][CH2:24][CH2:25][C:20]=3[C:19]=2[C:27]([NH2:29])=[O:28])=[CH:11][CH:10]=1.C(O)(=O)C.[CH:35]1([CH:38]=O)[CH2:37][CH2:36]1.C([BH3-])#N.[Na+]. The catalyst is CO.O1CCCC1. The product is [Cl:8][C:9]1[CH:10]=[CH:11][C:12]([NH:15][C:16](=[O:30])[NH:17][C:18]2[S:26][C:21]3[CH2:22][N:23]([CH2:38][CH:35]4[CH2:37][CH2:36]4)[CH2:24][CH2:25][C:20]=3[C:19]=2[C:27]([NH2:29])=[O:28])=[CH:13][CH:14]=1. The yield is 0.940. (5) The reactants are [Cl:1][C:2]1[C:7]([N+:8]([O-:10])=[O:9])=[CH:6][N:5]=[C:4]([NH2:11])[C:3]=1[C:12]#[C:13][Si](C)(C)C.[F-].[K+].C. The catalyst is CN(C=O)C. The product is [Cl:1][C:2]1[C:7]([N+:8]([O-:10])=[O:9])=[CH:6][N:5]=[C:4]([NH2:11])[C:3]=1[C:12]#[CH:13]. The yield is 0.890. (6) The reactants are [N+:1]([C:4]1[CH:5]=[C:6]([NH2:11])[C:7]([NH2:10])=[CH:8][CH:9]=1)([O-:3])=[O:2].[CH3:12][O:13][CH2:14][C:15](O)=O.Cl. The catalyst is [OH-].[Na+]. The product is [CH3:12][O:13][CH2:14][C:15]1[NH:11][C:6]2[CH:5]=[C:4]([N+:1]([O-:3])=[O:2])[CH:9]=[CH:8][C:7]=2[N:10]=1. The yield is 0.606.